This data is from Catalyst prediction with 721,799 reactions and 888 catalyst types from USPTO. The task is: Predict which catalyst facilitates the given reaction. (1) Reactant: [Br:1][CH2:2][C:3]([C:5]1[CH:10]=[CH:9][C:8]([CH2:11][CH2:12][CH2:13][CH2:14][CH2:15][CH2:16][CH2:17][CH3:18])=[CH:7][CH:6]=1)=O.C([SiH](CC)CC)C.CCCCCC.C([O-])(O)=O.[Na+]. Product: [CH2:11]([C:8]1[CH:7]=[CH:6][C:5]([CH2:3][CH2:2][Br:1])=[CH:10][CH:9]=1)[CH2:12][CH2:13][CH2:14][CH2:15][CH2:16][CH2:17][CH3:18]. The catalyst class is: 55. (2) Reactant: [NH2:1][CH:2]([C:6]1[O:16][C:10]2=[N:11][C:12]([Cl:15])=[CH:13][CH:14]=[C:9]2[C:8](=[O:17])[C:7]=1[CH2:18][C:19]1[CH:24]=[CH:23][CH:22]=[C:21]([O:25][CH3:26])[CH:20]=1)[CH:3]([CH3:5])[CH3:4].[C:27]([O:31][C:32](=[O:37])[NH:33][CH2:34][CH:35]=O)([CH3:30])([CH3:29])[CH3:28].C(O[BH-](OC(=O)C)OC(=O)C)(=O)C.[Na+]. Product: [Cl:15][C:12]1[N:11]=[C:10]2[O:16][C:6]([CH:2]([NH:1][CH2:35][CH2:34][NH:33][C:32](=[O:37])[O:31][C:27]([CH3:30])([CH3:29])[CH3:28])[CH:3]([CH3:5])[CH3:4])=[C:7]([CH2:18][C:19]3[CH:24]=[CH:23][CH:22]=[C:21]([O:25][CH3:26])[CH:20]=3)[C:8](=[O:17])[C:9]2=[CH:14][CH:13]=1. The catalyst class is: 797. (3) The catalyst class is: 16. Product: [Cl:15][C:12]1[CH:13]=[CH:14][C:9]2[S:8][C:7]([C:16]3[CH:21]=[CH:20][CH:19]=[CH:18][CH:17]=3)=[C:6]([CH2:5][C:1]#[N:2])[C:10]=2[CH:11]=1. Reactant: [C-:1]#[N:2].[Na+].Br[CH2:5][C:6]1[C:10]2[CH:11]=[C:12]([Cl:15])[CH:13]=[CH:14][C:9]=2[S:8][C:7]=1[C:16]1[CH:21]=[CH:20][CH:19]=[CH:18][CH:17]=1. (4) Reactant: [F:1][C:2]([F:13])([F:12])[O:3][C:4]1[CH:5]=[C:6]([CH:9]=[CH:10][CH:11]=1)[CH:7]=[O:8].[C:14]1([Mg]Br)[CH:19]=[CH:18][CH:17]=[CH:16][CH:15]=1. Product: [C:14]1([CH:7]([C:6]2[CH:9]=[CH:10][CH:11]=[C:4]([O:3][C:2]([F:12])([F:13])[F:1])[CH:5]=2)[OH:8])[CH:19]=[CH:18][CH:17]=[CH:16][CH:15]=1. The catalyst class is: 49. (5) Product: [C:28]([O-:30])(=[O:29])[CH3:27].[C:28]([CH2:27][CH2:26][C:23]1[CH:24]=[CH:25][C:20]([C:16]2[CH:15]=[C:14]([N:12]([CH3:13])[C:11]([NH:10][CH2:3][CH2:4][CH2:5][CH2:6][CH2:7][CH2:8][CH3:9])=[O:33])[CH:19]=[CH:18][NH+:17]=2)=[CH:21][CH:22]=1)([OH:30])=[O:29]. The catalyst class is: 15. Reactant: [OH-].[Na+].[CH2:3]([NH:10][C:11](=[O:33])[N:12]([C:14]1[CH:19]=[CH:18][N:17]=[C:16]([C:20]2[CH:25]=[CH:24][C:23]([CH2:26][CH2:27][C:28]([O:30]CC)=[O:29])=[CH:22][CH:21]=2)[CH:15]=1)[CH3:13])[CH2:4][CH2:5][CH2:6][CH2:7][CH2:8][CH3:9].O1CCCC1.CO.O. (6) Reactant: [OH:1][C:2]1[CH:3]=[C:4]([CH:39]=[CH:40][C:41]=1[N+:42]([O-])=O)[O:5][C:6]1[CH:11]=[CH:10][C:9]([C:12]2([C:22]3[CH:27]=[CH:26][C:25]([O:28][C:29]4[CH:34]=[CH:33][C:32]([N+:35]([O-])=O)=[C:31]([OH:38])[CH:30]=4)=[CH:24][CH:23]=3)[CH:19]3[CH2:20][CH:15]4[CH2:16][CH:17]([CH2:21][CH:13]2[CH2:14]4)[CH2:18]3)=[CH:8][CH:7]=1.O.NN. Product: [NH2:35][C:32]1[CH:33]=[CH:34][C:29]([O:28][C:25]2[CH:24]=[CH:23][C:22]([C:12]3([C:9]4[CH:10]=[CH:11][C:6]([O:5][C:4]5[CH:39]=[CH:40][C:41]([NH2:42])=[C:2]([OH:1])[CH:3]=5)=[CH:7][CH:8]=4)[CH:13]4[CH2:21][CH:17]5[CH2:16][CH:15]([CH2:20][CH:19]3[CH2:18]5)[CH2:14]4)=[CH:27][CH:26]=2)=[CH:30][C:31]=1[OH:38]. The catalyst class is: 63.